Dataset: Reaction yield outcomes from USPTO patents with 853,638 reactions. Task: Predict the reaction yield, written as a fraction of the theoretical maximum amount of product (1.0 means a 100% yield; for example, 0.34 means a 34% yield). (1) The reactants are [NH2:1][C:2]1[C:6]([C:7]#[N:8])=[C:5]([NH:9][C:10]2[CH:15]=[CH:14][CH:13]=[CH:12][CH:11]=2)[N:4]([CH2:16][C:17]2[CH:22]=[CH:21][C:20]([O:23][CH3:24])=[CH:19][CH:18]=2)[N:3]=1.C(=O)([O-])[O-:26].[K+].[K+].OO. The catalyst is CS(C)=O. The product is [NH2:1][C:2]1[C:6]([C:7]([NH2:8])=[O:26])=[C:5]([NH:9][C:10]2[CH:11]=[CH:12][CH:13]=[CH:14][CH:15]=2)[N:4]([CH2:16][C:17]2[CH:18]=[CH:19][C:20]([O:23][CH3:24])=[CH:21][CH:22]=2)[N:3]=1. The yield is 0.650. (2) The reactants are [F:1][C:2]([F:7])([F:6])[C:3]([OH:5])=[O:4].[CH:8]1([CH:13]([N:18]2[CH:22]=[C:21]([C:23]3[C:24]4[CH:32]=[CH:31][N:30](OCC[Si](C)(C)C)[C:25]=4[N:26]=[C:27](C)[N:28]=3)[CH:20]=[N:19]2)[CH2:14][CH:15]2[CH2:17][CH2:16]2)[CH2:12][CH2:11][CH2:10][CH2:9]1.C(O)(C(F)(F)F)=O. The catalyst is C(Cl)Cl. The product is [F:1][C:2]([F:7])([F:6])[C:3]([OH:5])=[O:4].[CH:8]1([CH:13]([N:18]2[CH:22]=[C:21]([C:23]3[C:24]4[CH:32]=[CH:31][NH:30][C:25]=4[N:26]=[CH:27][N:28]=3)[CH:20]=[N:19]2)[CH2:14][CH:15]2[CH2:17][CH2:16]2)[CH2:12][CH2:11][CH2:10][CH2:9]1. The yield is 0.900. (3) The reactants are F[C:2]1[CH:16]=[CH:15][C:14]([I:17])=[CH:13][C:3]=1[C:4]([CH:6]1[CH2:11][CH2:10][N:9]([CH3:12])[CH2:8][CH2:7]1)=O.[NH2:18][NH2:19]. The catalyst is CS(C)=O. The product is [I:17][C:14]1[CH:13]=[C:3]2[C:2](=[CH:16][CH:15]=1)[NH:19][N:18]=[C:4]2[CH:6]1[CH2:11][CH2:10][N:9]([CH3:12])[CH2:8][CH2:7]1. The yield is 0.990. (4) The reactants are [C:1]1([N:7]2[C:19]3[CH:18]=[CH:17][C:16]([C:20]4[CH:21]=[CH:22][C:23]5[NH:24][C:25]6[C:30]([C:31]=5[CH:32]=4)=[CH:29][CH:28]=[CH:27][CH:26]=6)=[CH:15][C:14]=3[C:13]3[C:8]2=[CH:9][CH:10]=[CH:11][CH:12]=3)[CH:6]=[CH:5][CH:4]=[CH:3][CH:2]=1.Cl[C:34]1[C:35]2[S:42][C:41]3[CH:43]=[CH:44][CH:45]=[CH:46][C:40]=3[C:36]=2[N:37]=[CH:38][N:39]=1.C1(P(C2CCCCC2)C2C=CC=CC=2C2C(OC)=CC=CC=2OC)CCCCC1.CC([O-])(C)C.[Na+]. The catalyst is C1(C)C=CC=C(C)C=1.C1C=CC(/C=C/C(/C=C/C2C=CC=CC=2)=O)=CC=1.C1C=CC(/C=C/C(/C=C/C2C=CC=CC=2)=O)=CC=1.C1C=CC(/C=C/C(/C=C/C2C=CC=CC=2)=O)=CC=1.[Pd].[Pd]. The product is [C:1]1([N:7]2[C:19]3[CH:18]=[CH:17][C:16]([C:20]4[CH:21]=[CH:22][C:23]5[N:24]([C:34]6[C:35]7[S:42][C:41]8[CH:43]=[CH:44][CH:45]=[CH:46][C:40]=8[C:36]=7[N:37]=[CH:38][N:39]=6)[C:25]6[C:30]([C:31]=5[CH:32]=4)=[CH:29][CH:28]=[CH:27][CH:26]=6)=[CH:15][C:14]=3[C:13]3[C:8]2=[CH:9][CH:10]=[CH:11][CH:12]=3)[CH:6]=[CH:5][CH:4]=[CH:3][CH:2]=1. The yield is 0.440. (5) The reactants are F[C:2]1[N:7]=[CH:6][C:5]([O:8][C:9]2[CH:14]=[CH:13][N:12]=[C:11]([C:15]3[CH:16]=[N:17][N:18]([CH3:20])[CH:19]=3)[CH:10]=2)=[CH:4][CH:3]=1.O.[NH2:22][NH2:23]. The catalyst is CC(O)C. The product is [NH:22]([C:2]1[N:7]=[CH:6][C:5]([O:8][C:9]2[CH:14]=[CH:13][N:12]=[C:11]([C:15]3[CH:16]=[N:17][N:18]([CH3:20])[CH:19]=3)[CH:10]=2)=[CH:4][CH:3]=1)[NH2:23]. The yield is 0.870. (6) The reactants are [N:1]([CH2:4][CH2:5][CH2:6][C:7]1([C:20]2[CH:25]=[CH:24][CH:23]=[CH:22][CH:21]=2)[NH:11][N:10]=[C:9]([C:12]2[CH:17]=[C:16]([F:18])[CH:15]=[CH:14][C:13]=2[F:19])[S:8]1)=[N+:2]=[N-:3].C(N(CC)CC)C.[C:33](Cl)(=[O:38])[C:34]([CH3:37])([CH3:36])[CH3:35]. The yield is 0.920. The product is [N:1]([CH2:4][CH2:5][CH2:6][C:7]1([C:20]2[CH:25]=[CH:24][CH:23]=[CH:22][CH:21]=2)[N:11]([C:33](=[O:38])[C:34]([CH3:37])([CH3:36])[CH3:35])[N:10]=[C:9]([C:12]2[CH:17]=[C:16]([F:18])[CH:15]=[CH:14][C:13]=2[F:19])[S:8]1)=[N+:2]=[N-:3]. The catalyst is C(Cl)Cl. (7) The reactants are [F:1][C:2]1[CH:7]=[CH:6][C:5]([NH:8][CH:9]([C:11]2[CH:12]=[C:13]([C:28](O)=[O:29])[CH:14]=[C:15]3[C:20]=2[O:19][C:18]([N:21]2[CH2:26][CH2:25][O:24][CH2:23][CH2:22]2)=[CH:17][C:16]3=[O:27])[CH3:10])=[CH:4][CH:3]=1.[CH3:31][NH:32][CH3:33]. No catalyst specified. The product is [F:1][C:2]1[CH:3]=[CH:4][C:5]([NH:8][CH:9]([C:11]2[CH:12]=[C:13]([C:28]([N:32]([CH3:33])[CH3:31])=[O:29])[CH:14]=[C:15]3[C:20]=2[O:19][C:18]([N:21]2[CH2:22][CH2:23][O:24][CH2:25][CH2:26]2)=[CH:17][C:16]3=[O:27])[CH3:10])=[CH:6][CH:7]=1. The yield is 0.607.